Dataset: hERG Central: cardiac toxicity at 1µM, 10µM, and general inhibition. Task: Predict hERG channel inhibition at various concentrations. (1) The drug is COc1ccc2nc3oc(C(=O)NC4CCN(Cc5ccccc5)CC4)cc3cc2c1. Results: hERG_inhib (hERG inhibition (general)): blocker. (2) The molecule is COc1ccc(N2CCN(C(=O)C3CCN(S(=O)(=O)c4c(C)noc4/C=C/N(C)C)CC3)CC2)cc1. Results: hERG_inhib (hERG inhibition (general)): blocker. (3) The drug is CCNC(=S)N1CCN(Cc2ccccc2)CC1.O=C(O)C(=O)O. Results: hERG_inhib (hERG inhibition (general)): blocker. (4) The compound is CCCN1CCC(=O)N([C@H](CSc2ccc(OC)cc2)c2ccccc2)CC1. Results: hERG_inhib (hERG inhibition (general)): blocker. (5) The drug is COc1ccc(N(CC(O)Cn2cnc3ccccc32)S(=O)(=O)c2ccc(C)cc2)cc1. Results: hERG_inhib (hERG inhibition (general)): blocker. (6) The compound is O=C1CC(c2ccccc2)CC(O)=C1C=NCCN1CCN(C(=O)Cc2ccccc2)CC1. Results: hERG_inhib (hERG inhibition (general)): blocker. (7) The compound is COc1ccc(CNCCc2ccc([N+](=O)[O-])cc2)c(OC)c1OC.O=C(O)C(=O)O. Results: hERG_inhib (hERG inhibition (general)): blocker. (8) The molecule is COc1cc(CN2CCC(n3nccc3NC(=O)c3ccccc3OC)CC2)ccc1F. Results: hERG_inhib (hERG inhibition (general)): blocker. (9) The compound is COc1ccc(N2CC(C(=O)Nc3nc4ccc(F)cc4s3)CC2=O)c(OC)c1. Results: hERG_inhib (hERG inhibition (general)): blocker. (10) The compound is NC(=O)c1ccc(-n2nnnc2SCC(=O)Nc2ccccc2-c2ccccc2)cc1. Results: hERG_inhib (hERG inhibition (general)): blocker.